Task: Predict which catalyst facilitates the given reaction.. Dataset: Catalyst prediction with 721,799 reactions and 888 catalyst types from USPTO (1) Reactant: S(S([O-])=O)([O-])=O.[Na+].[Na+].C(=O)(O)[O-].[Na+].[F:14][C:15]1[CH:42]=[CH:41][CH:40]=[C:39]([F:43])[C:16]=1[CH2:17][NH:18][C:19]1[C:24]([N+:25]([O-])=O)=[CH:23][N:22]=[C:21]([NH:28][C:29]2[CH:34]=[C:33]([F:35])[CH:32]=[CH:31][C:30]=2[N+:36]([O-])=O)[N:20]=1. Product: [F:43][C:39]1[CH:40]=[CH:41][CH:42]=[C:15]([F:14])[C:16]=1[CH2:17][NH:18][C:19]1[C:24]([NH2:25])=[CH:23][N:22]=[C:21]([NH:28][C:29]2[CH:34]=[C:33]([F:35])[CH:32]=[CH:31][C:30]=2[NH2:36])[N:20]=1. The catalyst class is: 90. (2) Reactant: [Br:1]Br.[F:3][C:4]1[CH:9]=[CH:8][C:7]([C:10]2[CH:15]=[CH:14][C:13]([C:16]([O:18][CH3:19])=[O:17])=[C:12]([OH:20])[CH:11]=2)=[CH:6][CH:5]=1. Product: [Br:1][C:15]1[CH:14]=[C:13]([C:16]([O:18][CH3:19])=[O:17])[C:12]([OH:20])=[CH:11][C:10]=1[C:7]1[CH:6]=[CH:5][C:4]([F:3])=[CH:9][CH:8]=1. The catalyst class is: 13. (3) Reactant: N(C(OC(C)C)=O)=NC(OC(C)C)=O.[OH:15][C:16]1[CH:25]=[C:24]2[C:19]([CH:20]=[CH:21][C:22](=[O:26])[O:23]2)=[CH:18][CH:17]=1.O[C@@H:28]1[CH2:32][CH2:31][N:30]([C:33]([O:35][C:36]([CH3:39])([CH3:38])[CH3:37])=[O:34])[CH2:29]1.C1(P(C2C=CC=CC=2)C2C=CC=CC=2)C=CC=CC=1.C(N(CC)CC)C. Product: [O:26]=[C:22]1[CH:21]=[CH:20][C:19]2[C:24](=[CH:25][C:16]([O:15][C@H:32]3[CH2:28][CH2:29][N:30]([C:33]([O:35][C:36]([CH3:39])([CH3:38])[CH3:37])=[O:34])[CH2:31]3)=[CH:17][CH:18]=2)[O:23]1. The catalyst class is: 1. (4) Product: [CH2:65]([O:67][C:68](=[O:72])[CH2:69][N:70]([C:28]([C:4]1[CH:5]=[N:6][C:7]([CH2:8][NH:9][C:10]([NH:12][CH:13]2[C:14]3[CH:27]=[CH:26][CH:25]=[CH:24][C:15]=3[CH2:16][CH2:17][C:18]3[CH:23]=[CH:22][CH:21]=[CH:20][C:19]2=3)=[O:11])=[C:2]([Cl:1])[CH:3]=1)=[O:29])[CH3:71])[CH3:66]. Reactant: [Cl:1][C:2]1[CH:3]=[C:4]([C:28](O)=[O:29])[CH:5]=[N:6][C:7]=1[CH2:8][NH:9][C:10]([NH:12][CH:13]1[C:19]2[CH:20]=[CH:21][CH:22]=[CH:23][C:18]=2[CH2:17][CH2:16][C:15]2[CH:24]=[CH:25][CH:26]=[CH:27][C:14]1=2)=[O:11].CN(C(ON1N=NC2C=CC=NC1=2)=[N+](C)C)C.F[P-](F)(F)(F)(F)F.CCN(C(C)C)C(C)C.Cl.[CH2:65]([O:67][C:68](=[O:72])[CH2:69][NH:70][CH3:71])[CH3:66]. The catalyst class is: 44. (5) Reactant: Cl.Cl.[CH2:3]([NH:10][NH2:11])[C:4]1[CH:9]=[CH:8][CH:7]=[CH:6][CH:5]=1.[CH2:12]([O:14][C:15](=[O:23])[CH:16]([C:20](=O)[CH3:21])[C:17](=O)[CH3:18])[CH3:13].N1C=CC=CC=1. Product: [CH2:12]([O:14][C:15]([C:16]1[C:17]([CH3:18])=[N:11][N:10]([CH2:3][C:4]2[CH:9]=[CH:8][CH:7]=[CH:6][CH:5]=2)[C:20]=1[CH3:21])=[O:23])[CH3:13]. The catalyst class is: 8. (6) Reactant: [CH3:1][S:2][C:3]1[N:10]2[C:6]([S:7][C:8]([C:11]3[C@H:12]([CH3:35])[C@@H:13]4[C@@H:30]([C@H:31]([OH:33])[CH3:32])[C:29](=[O:34])[N:14]4[C:15]=3[C:16]([O:18][CH2:19][C:20]3[CH:25]=[CH:24][C:23]([N+:26]([O-:28])=[O:27])=[CH:22][CH:21]=3)=[O:17])=[CH:9]2)=[C:5]([S:36][CH3:37])[N:4]=1.ClC1C=CC=C(C(OO)=[O:46])C=1.S([O-])([O-])(=O)=S.[Na+].[Na+]. Product: [OH:33][C@@H:31]([C@H:30]1[C:29](=[O:34])[N:14]2[C:15]([C:16]([O:18][CH2:19][C:20]3[CH:21]=[CH:22][C:23]([N+:26]([O-:28])=[O:27])=[CH:24][CH:25]=3)=[O:17])=[C:11]([C:8]3[S:7][C:6]4=[C:5]([S:36]([CH3:37])=[O:46])[N:4]=[C:3]([S:2][CH3:1])[N:10]4[CH:9]=3)[C@H:12]([CH3:35])[C@H:13]12)[CH3:32]. The catalyst class is: 4.